This data is from Reaction yield outcomes from USPTO patents with 853,638 reactions. The task is: Predict the reaction yield, written as a fraction of the theoretical maximum amount of product (1.0 means a 100% yield; for example, 0.34 means a 34% yield). (1) The yield is 0.780. The catalyst is CO. The reactants are C([O:4][CH2:5][C:6]1[C:11]([C:12]2[CH:17]=[C:16]([NH:18][C:19]3[CH:24]=[CH:23][C:22]([CH:25]4[CH2:30][CH2:29][N:28]([CH2:31][CH3:32])[CH2:27][CH2:26]4)=[CH:21][N:20]=3)[C:15](=[O:33])[N:14]([CH3:34])[N:13]=2)=[CH:10][CH:9]=[CH:8][C:7]=1[N:35]1[N:44]=[CH:43][C:42]2[C:37](=[C:38]([F:49])[CH:39]=[C:40]([C:45]([CH3:48])([CH3:47])[CH3:46])[CH:41]=2)[C:36]1=[O:50])(=O)C.C(=O)([O-])[O-].[K+].[K+]. The product is [C:45]([C:40]1[CH:41]=[C:42]2[C:37](=[C:38]([F:49])[CH:39]=1)[C:36](=[O:50])[N:35]([C:7]1[CH:8]=[CH:9][CH:10]=[C:11]([C:12]3[CH:17]=[C:16]([NH:18][C:19]4[N:20]=[CH:21][C:22]([CH:25]5[CH2:30][CH2:29][N:28]([CH2:31][CH3:32])[CH2:27][CH2:26]5)=[CH:23][CH:24]=4)[C:15](=[O:33])[N:14]([CH3:34])[N:13]=3)[C:6]=1[CH2:5][OH:4])[N:44]=[CH:43]2)([CH3:46])([CH3:47])[CH3:48]. (2) The reactants are [CH2:1]([O:3][C:4]([C:6]1[CH:7]=[N:8][N:9]2[CH:14]=[CH:13][C:12](=O)[NH:11][C:10]=12)=[O:5])[CH3:2].C(N(C(C)C)CC)(C)C.C(OCC)C.P(Cl)(Cl)([Cl:32])=O. No catalyst specified. The product is [Cl:32][C:12]1[CH:13]=[CH:14][N:9]2[N:8]=[CH:7][C:6]([C:4]([O:3][CH2:1][CH3:2])=[O:5])=[C:10]2[N:11]=1. The yield is 0.730. (3) The reactants are [CH:1]1([C:7]([NH:9][C:10]2[CH:18]=[CH:17][CH:16]=[CH:15][C:11]=2[C:12]([NH2:14])=[O:13])=O)[CH2:6][CH2:5][CH2:4][CH2:3][CH2:2]1.[OH-].[Na+].Cl. The catalyst is CCO. The product is [CH:1]1([C:7]2[N:14]=[C:12]([OH:13])[C:11]3[C:10](=[CH:18][CH:17]=[CH:16][CH:15]=3)[N:9]=2)[CH2:6][CH2:5][CH2:4][CH2:3][CH2:2]1. The yield is 1.00. (4) The reactants are I[C:2]1[CH:3]=[C:4]([CH:9]=[CH:10][CH:11]=1)[C:5]([O:7][CH3:8])=[O:6].C([O-])([O-])=O.[Cs+].[Cs+].[NH:18]1[CH2:25]CC[C@H:19]1[C:20](O)=[O:21]. The catalyst is CS(C)=O.CC(=O)OCC.O.[Cu]I. The product is [OH:21][CH:20]1[CH2:19][N:18]([C:2]2[CH:3]=[C:4]([CH:9]=[CH:10][CH:11]=2)[C:5]([O:7][CH3:8])=[O:6])[CH2:25]1. The yield is 0.660. (5) The reactants are CS(C)=O.C(Cl)(=O)C(Cl)=O.[Si:11]([O:18][CH2:19][C@@H:20]1[CH2:24][C@@H:23]([OH:25])[CH2:22][NH:21]1)([C:14]([CH3:17])([CH3:16])[CH3:15])([CH3:13])[CH3:12].C(N(CC)CC)C. The catalyst is C(Cl)Cl. The yield is 0.970. The product is [Si:11]([O:18][CH2:19][C@@H:20]1[CH2:24][C:23](=[O:25])[CH2:22][NH:21]1)([C:14]([CH3:17])([CH3:16])[CH3:15])([CH3:13])[CH3:12]. (6) The reactants are [C:1]([O:5][C:6]([N:8]1[CH2:13][CH2:12][C:11]2[O:14][N:15]=[C:16]([C:17](O)=[O:18])[C:10]=2[CH:9]1[C:20]1[CH:25]=[CH:24][CH:23]=[CH:22][CH:21]=1)=[O:7])([CH3:4])([CH3:3])[CH3:2].CN([P+](ON1N=[N:44][C:39]2C=[CH:41][CH:42]=[CH:43][C:38]1=2)(N(C)C)N(C)C)C.F[P-](F)(F)(F)(F)F.CN1CCOCC1.N1CCCCC1. The catalyst is CN(C=O)C.O. The product is [C:20]1([CH:9]2[C:10]3[C:16]([C:17]([N:44]4[CH2:41][CH2:42][CH2:43][CH2:38][CH2:39]4)=[O:18])=[N:15][O:14][C:11]=3[CH2:12][CH2:13][N:8]2[C:6]([O:5][C:1]([CH3:2])([CH3:4])[CH3:3])=[O:7])[CH:21]=[CH:22][CH:23]=[CH:24][CH:25]=1. The yield is 0.230. (7) The reactants are [P:1]([O:23][C@@:24]([C:40]1[CH:45]=[CH:44][C:43]([F:46])=[CH:42][C:41]=1[F:47])([C@H:31]([C:33]1[C:38]([F:39])=[CH:37][N:36]=[CH:35][N:34]=1)[CH3:32])[CH2:25][N:26]1[CH:30]=[N:29][CH:28]=[N:27]1)([O:13]CC1C(F)=CC=CC=1Cl)([O:3]CC1C(F)=CC=CC=1Cl)=[O:2].[OH-].[Na+].S(=O)(=O)(O)O. The catalyst is [Pd].C1(C)C=CC=CC=1.O. The product is [P:1]([OH:13])([OH:3])([O:23][C@@:24]([C:40]1[CH:45]=[CH:44][C:43]([F:46])=[CH:42][C:41]=1[F:47])([C@H:31]([C:33]1[C:38]([F:39])=[CH:37][N:36]=[CH:35][N:34]=1)[CH3:32])[CH2:25][N:26]1[CH:30]=[N:29][CH:28]=[N:27]1)=[O:2]. The yield is 0.680. (8) The reactants are C([O:3][P:4]([C:9]([C:12]1[CH:17]=[CH:16][C:15]([CH2:18][N:19]([CH2:32][C:33]2[CH:38]=[CH:37][CH:36]=[CH:35][CH:34]=2)[S:20]([C:23]2[CH:28]=[CH:27][CH:26]=[CH:25][C:24]=2[C:29](=[O:31])[NH2:30])(=[O:22])=[O:21])=[CH:14][C:13]=1[Cl:39])([F:11])[F:10])(=[O:8])[O:5]CC)C.C[Si](I)(C)C. The catalyst is ClCCl. The product is [CH2:32]([N:19]([CH2:18][C:15]1[CH:16]=[CH:17][C:12]([C:9]([P:4](=[O:3])([OH:5])[OH:8])([F:11])[F:10])=[C:13]([Cl:39])[CH:14]=1)[S:20]([C:23]1[CH:28]=[CH:27][CH:26]=[CH:25][C:24]=1[C:29](=[O:31])[NH2:30])(=[O:21])=[O:22])[C:33]1[CH:38]=[CH:37][CH:36]=[CH:35][CH:34]=1. The yield is 0.730.